From a dataset of Full USPTO retrosynthesis dataset with 1.9M reactions from patents (1976-2016). Predict the reactants needed to synthesize the given product. (1) Given the product [Cl:1][CH2:2][C:3](=[O:12])[CH2:4][O:5][C:6]1[CH:11]=[CH:10][CH:9]=[CH:8][CH:7]=1, predict the reactants needed to synthesize it. The reactants are: [Cl:1][CH2:2][CH:3]([OH:12])[CH2:4][O:5][C:6]1[CH:11]=[CH:10][CH:9]=[CH:8][CH:7]=1.[Br-].[Na+].C(=O)([O-])O.[Na+].Cl[O-].[Na+].S([O-])([O-])(=O)=S.[Na+].[Na+]. (2) Given the product [NH2:10][C:8]1[CH:7]=[CH:6][C:5]([P:13]([CH3:18])(=[O:17])[O:14][CH2:15][CH3:16])=[C:4]([O:3][CH2:1][CH3:2])[CH:9]=1, predict the reactants needed to synthesize it. The reactants are: [CH2:1]([O:3][C:4]1[CH:9]=[C:8]([N+:10]([O-])=O)[CH:7]=[CH:6][C:5]=1[P:13]([CH3:18])(=[O:17])[O:14][CH2:15][CH3:16])[CH3:2].CCO. (3) Given the product [C:10]([C:14]1[CH:15]=[CH:16][C:17]([CH2:18][NH:9][CH2:8][CH2:7][C:4]2[CH:5]=[CH:6][N:1]=[CH:2][CH:3]=2)=[CH:20][CH:21]=1)([CH3:13])([CH3:11])[CH3:12], predict the reactants needed to synthesize it. The reactants are: [N:1]1[CH:6]=[CH:5][C:4]([CH2:7][CH2:8][NH2:9])=[CH:3][CH:2]=1.[C:10]([C:14]1[CH:21]=[CH:20][C:17]([CH:18]=O)=[CH:16][CH:15]=1)([CH3:13])([CH3:12])[CH3:11].[BH4-].[Na+].O. (4) Given the product [Cl:21][CH2:22][CH2:23][N:8]1[C:9]2[C:5](=[CH:4][C:3]([O:2][CH3:1])=[CH:11][CH:10]=2)[C:6]([S:12]([C:15]2[CH:16]=[CH:17][CH:18]=[CH:19][CH:20]=2)(=[O:14])=[O:13])=[CH:7]1, predict the reactants needed to synthesize it. The reactants are: [CH3:1][O:2][C:3]1[CH:4]=[C:5]2[C:9](=[CH:10][CH:11]=1)[NH:8][CH:7]=[C:6]2[S:12]([C:15]1[CH:20]=[CH:19][CH:18]=[CH:17][CH:16]=1)(=[O:14])=[O:13].[Cl:21][CH2:22][CH2:23]Cl.[OH-].[Na+].[Cl-].C(C([NH3+])(C(=O)CCCCCCC)C(=O)CCCCCCC)(=O)CCCCCCC.